This data is from Reaction yield outcomes from USPTO patents with 853,638 reactions. The task is: Predict the reaction yield, written as a fraction of the theoretical maximum amount of product (1.0 means a 100% yield; for example, 0.34 means a 34% yield). The product is [C:19]([O:18][C:16]([NH:32][C@@H:28]([CH2:27][CH2:26][C:25]([O:24][CH3:23])=[O:33])[C:29]([OH:31])=[O:30])=[O:17])([CH3:20])([CH3:21])[CH3:22]. The reactants are CCN(CC)CC.[CH3:20][C:19]([O:18][C:16](O[C:16]([O:18][C:19]([CH3:22])([CH3:21])[CH3:20])=[O:17])=[O:17])([CH3:22])[CH3:21].[CH3:23][O:24][C:25](=[O:33])[CH2:26][CH2:27][CH:28]([NH2:32])[C:29]([OH:31])=[O:30]. The catalyst is O.O1CCOCC1. The yield is 0.912.